Dataset: Forward reaction prediction with 1.9M reactions from USPTO patents (1976-2016). Task: Predict the product of the given reaction. (1) Given the reactants [CH2:1]([O:3][C:4]([CH2:6][O:7][C:8]1[C:13]([C:14]([O:16]CC)=O)=[CH:12][N:11]=[CH:10][N:9]=1)=[O:5])[CH3:2].CC(C)([O-])C.[Na+].Cl, predict the reaction product. The product is: [OH:16][C:14]1[C:13]2[CH:12]=[N:11][CH:10]=[N:9][C:8]=2[O:7][C:6]=1[C:4]([O:3][CH2:1][CH3:2])=[O:5]. (2) The product is: [CH3:17][O:16][C:12]1[C:11]2[C:7]([C:37]3[CH:38]=[C:39]([C:42]([O:44][CH3:45])=[O:43])[S:40][CH:41]=3)=[N:8][N:9]([CH2:18][C:19]3[CH:20]=[CH:21][C:22]([O:25][CH3:26])=[CH:23][CH:24]=3)[C:10]=2[CH:15]=[CH:14][N:13]=1. Given the reactants FC(F)(F)S(O[C:7]1[C:11]2[C:12]([O:16][CH3:17])=[N:13][CH:14]=[CH:15][C:10]=2[N:9]([CH2:18][C:19]2[CH:24]=[CH:23][C:22]([O:25][CH3:26])=[CH:21][CH:20]=2)[N:8]=1)(=O)=O.CC1(C)C(C)(C)OB([C:37]2[CH:38]=[C:39]([C:42]([O:44][CH3:45])=[O:43])[S:40][CH:41]=2)O1.C(=O)([O-])[O-].[Na+].[Na+].O, predict the reaction product. (3) Given the reactants [CH3:1][O:2][C:3]1[CH:9]=[CH:8][C:6]([NH2:7])=[C:5]([N+:10]([O-:12])=[O:11])[CH:4]=1.[H-].[Na+].[CH3:15]I, predict the reaction product. The product is: [CH3:1][O:2][C:3]1[CH:9]=[CH:8][C:6]([NH:7][CH3:15])=[C:5]([N+:10]([O-:12])=[O:11])[CH:4]=1. (4) Given the reactants COC1C=CC(P2(SP(C3C=CC(OC)=CC=3)(=S)S2)=[S:10])=CC=1.[Cl:23][C:24]1[C:25]([C:32]([NH:34][NH:35][C:36](=O)[CH2:37][C:38]2[CH:43]=[CH:42][CH:41]=[CH:40][CH:39]=2)=O)=[N:26][C:27]([S:30][CH3:31])=[N:28][CH:29]=1, predict the reaction product. The product is: [CH2:37]([C:36]1[S:10][C:32]([C:25]2[C:24]([Cl:23])=[CH:29][N:28]=[C:27]([S:30][CH3:31])[N:26]=2)=[N:34][N:35]=1)[C:38]1[CH:43]=[CH:42][CH:41]=[CH:40][CH:39]=1. (5) Given the reactants [CH3:1][C:2]1[CH:3]=[C:4]([CH:6]=[C:7]([CH3:10])[C:8]=1[OH:9])[NH2:5].N1C2C(=CC=CC=2)[C:14](=[O:15])[C:12]1=[O:13].Cl.[CH3:23][C:24]1[CH:29]=[CH:28][C:27]([NH:30][NH2:31])=[CH:26][CH:25]=1, predict the reaction product. The product is: [OH:9][C:8]1[C:2]([CH3:1])=[C:3]2[C:4](=[CH:6][C:7]=1[CH3:10])[NH:5][C:12](=[O:13])[C:14]2=[O:15].[CH3:23][C:24]1[CH:29]=[CH:28][C:27]([NH:30][N:31]=[C:14]2[C:6]3[C:4](=[CH:3][C:2]([CH3:1])=[C:8]([OH:9])[C:7]=3[CH3:10])[NH:5][C:12]2=[O:13])=[CH:26][CH:25]=1. (6) Given the reactants [Br:1][C:2]1[CH:3]=[C:4]([C:11]([OH:13])=O)[CH:5]=[C:6]([CH:10]=1)[C:7]([OH:9])=O.S(Cl)(Cl)=O.[Br:18][C:19]1[CH:25]=[CH:24][CH:23]=[CH:22][C:20]=1[NH2:21], predict the reaction product. The product is: [Br:1][C:2]1[CH:10]=[C:6]([C:7]([NH:21][C:20]2[CH:22]=[CH:23][CH:24]=[CH:25][C:19]=2[Br:18])=[O:9])[CH:5]=[C:4]([CH:3]=1)[C:11]([NH:21][C:20]1[CH:22]=[CH:23][CH:24]=[CH:25][C:19]=1[Br:18])=[O:13]. (7) Given the reactants CC([N:5]([CH2:9][CH:10]([CH2:27][C:28]1[CH:33]=[CH:32][CH:31]=[CH:30][CH:29]=1)[C:11]([NH:13][C:14]1[S:15][C:16]([Cl:26])=[C:17]([C:19]2[N:23]([CH3:24])[N:22]=[CH:21][C:20]=2[Cl:25])[CH:18]=1)=[O:12])C(=O)[O-])(C)C.C(O)(C(F)(F)F)=O, predict the reaction product. The product is: [NH2:5][CH2:9][CH:10]([CH2:27][C:28]1[CH:33]=[CH:32][CH:31]=[CH:30][CH:29]=1)[C:11]([NH:13][C:14]1[S:15][C:16]([Cl:26])=[C:17]([C:19]2[N:23]([CH3:24])[N:22]=[CH:21][C:20]=2[Cl:25])[CH:18]=1)=[O:12]. (8) Given the reactants [ClH:1].[F:2][C:3]1[CH:40]=[CH:39][C:6]([CH2:7][C:8]2[N:12]=[C:11]([CH2:13][N:14]([CH2:21][C:22]3[CH:27]=[CH:26][C:25]([S:28][C:29]([CH3:38])([CH3:37])[C:30]([O:32]C(C)(C)C)=[O:31])=[CH:24][CH:23]=3)[CH2:15][C:16]3[O:17][CH:18]=[CH:19][CH:20]=3)[O:10][N:9]=2)=[CH:5][CH:4]=1, predict the reaction product. The product is: [ClH:1].[F:2][C:3]1[CH:4]=[CH:5][C:6]([CH2:7][C:8]2[N:12]=[C:11]([CH2:13][N:14]([CH2:21][C:22]3[CH:27]=[CH:26][C:25]([S:28][C:29]([CH3:38])([CH3:37])[C:30]([OH:32])=[O:31])=[CH:24][CH:23]=3)[CH2:15][C:16]3[O:17][CH:18]=[CH:19][CH:20]=3)[O:10][N:9]=2)=[CH:39][CH:40]=1. (9) Given the reactants C(OC([N:8]1[CH2:12][C@@H:11]([CH2:13][N:14]([CH:32]([CH3:34])[CH3:33])[C:15]([C:17]2[CH:25]=[C:24]3[C:20]([C:21]([CH3:31])=[CH:22][N:23]3[CH2:26][CH2:27][CH2:28][O:29][CH3:30])=[CH:19][CH:18]=2)=[O:16])[C@H:10]([NH2:35])[CH2:9]1)=O)(C)(C)C.[F:36][C:37]1[CH:42]=[CH:41][C:40]([CH2:43][S:44](Cl)(=[O:46])=[O:45])=[CH:39][CH:38]=1.CC#N.O.CC#N, predict the reaction product. The product is: [F:36][C:37]1[CH:38]=[CH:39][C:40]([CH2:43][S:44]([NH:35][C@@H:10]2[CH2:9][NH:8][CH2:12][C@H:11]2[CH2:13][N:14]([CH:32]([CH3:34])[CH3:33])[C:15]([C:17]2[CH:25]=[C:24]3[C:20]([C:21]([CH3:31])=[CH:22][N:23]3[CH2:26][CH2:27][CH2:28][O:29][CH3:30])=[CH:19][CH:18]=2)=[O:16])(=[O:46])=[O:45])=[CH:41][CH:42]=1. (10) Given the reactants [C:1]1([CH2:7][CH2:8][CH2:9][CH2:10][CH2:11][CH2:12][CH2:13][CH2:14][NH:15][C:16](=[O:38])[C:17]2[CH:22]=[C:21]([C:23]3[CH:28]=[CH:27][CH:26]=[C:25]([C:29]([F:32])([F:31])[F:30])[CH:24]=3)[C:20]([O:33][CH2:34][CH2:35][OH:36])=[C:19]([Br:37])[CH:18]=2)[CH:6]=[CH:5][CH:4]=[CH:3][CH:2]=1.C1(P(C2C=CC=CC=2)C2C=CC=CC=2)C=CC=CC=1.[OH:58][C:59]1[CH:68]=[C:67](O)[CH:66]=[CH:65][C:60]=1[C:61]([O:63][CH3:64])=[O:62].N(C(OCC)=O)=NC(OCC)=O, predict the reaction product. The product is: [CH3:64][O:63][C:61](=[O:62])[C:60]1[CH:65]=[CH:66][C:67]([O:36][CH2:35][CH2:34][O:33][C:20]2[C:19]([Br:37])=[CH:18][C:17]([C:16](=[O:38])[NH:15][CH2:14][CH2:13][CH2:12][CH2:11][CH2:10][CH2:9][CH2:8][CH2:7][C:1]3[CH:2]=[CH:3][CH:4]=[CH:5][CH:6]=3)=[CH:22][C:21]=2[C:23]2[CH:28]=[CH:27][CH:26]=[C:25]([C:29]([F:32])([F:30])[F:31])[CH:24]=2)=[CH:68][C:59]=1[OH:58].